This data is from Peptide-MHC class I binding affinity with 185,985 pairs from IEDB/IMGT. The task is: Regression. Given a peptide amino acid sequence and an MHC pseudo amino acid sequence, predict their binding affinity value. This is MHC class I binding data. (1) The peptide sequence is ELSPRWYFY. The MHC is HLA-A23:01 with pseudo-sequence HLA-A23:01. The binding affinity (normalized) is 0.144. (2) The peptide sequence is SSVNVSLT. The MHC is H-2-Db with pseudo-sequence H-2-Db. The binding affinity (normalized) is 0.327. (3) The peptide sequence is FHMDPSGTF. The MHC is HLA-A02:01 with pseudo-sequence HLA-A02:01. The binding affinity (normalized) is 0.115. (4) The peptide sequence is RPDTRHLRVL. The MHC is HLA-B35:01 with pseudo-sequence HLA-B35:01. The binding affinity (normalized) is 0.